Dataset: Forward reaction prediction with 1.9M reactions from USPTO patents (1976-2016). Task: Predict the product of the given reaction. (1) Given the reactants [H-].[Na+].[NH2:3][C@H:4]([CH:7]([CH3:9])[CH3:8])[CH2:5][OH:6].Cl[CH2:11][C:12](Cl)=[O:13].[NH4+].[Cl-], predict the reaction product. The product is: [CH3:8][CH:7]([C@H:4]1[NH:3][C:12](=[O:13])[CH2:11][O:6][CH2:5]1)[CH3:9]. (2) Given the reactants [CH3:1][O:2][C:3]([C:5]1[CH:6]=[C:7](I)[CH:8]=[C:9]2[C:14]=1[O:13][C:12]([CH3:16])([CH3:15])[CH:11]=[CH:10]2)=[O:4].[Cl:18][C:19]1[CH:20]=[C:21](B(O)O)[CH:22]=[CH:23][C:24]=1[C:25](=[O:28])[NH:26][CH3:27].C(=O)([O-])[O-].[Na+].[Na+], predict the reaction product. The product is: [CH3:1][O:2][C:3]([C:5]1[CH:6]=[C:7]([C:21]2[CH:22]=[CH:23][C:24]([C:25](=[O:28])[NH:26][CH3:27])=[C:19]([Cl:18])[CH:20]=2)[CH:8]=[C:9]2[C:14]=1[O:13][C:12]([CH3:16])([CH3:15])[CH:11]=[CH:10]2)=[O:4]. (3) Given the reactants ClC(OC(Cl)C)=O.[C:8]([O-:11])([OH:10])=O.[Na+].[CH2:13]([O:15][C:16]([C:18]1[CH:19]2[N:43](C)[CH:23]([CH2:24][C:25]=1[C:26]1[CH:31]=[CH:30][C:29]([O:32][CH2:33][CH2:34][O:35][Si](C(C)(C)C)(C)C)=[CH:28][CH:27]=1)[CH2:22][N:21]([C:45]([O:47][C:48]([CH3:51])([CH3:50])[CH3:49])=[O:46])[CH2:20]2)=[O:17])[CH3:14].CCN(C(C)C)C(C)C.[CH3:61][C:62](OC(OC(O[C:62]([CH3:64])([CH3:63])[CH3:61])=O)=O)([CH3:64])[CH3:63], predict the reaction product. The product is: [CH2:13]([O:15][C:16]([C:18]1[CH:19]2[N:43]([C:8]([O:11][C:62]([CH3:64])([CH3:63])[CH3:61])=[O:10])[CH:23]([CH2:24][C:25]=1[C:26]1[CH:31]=[CH:30][C:29]([O:32][CH2:33][CH2:34][OH:35])=[CH:28][CH:27]=1)[CH2:22][N:21]([C:45]([O:47][C:48]([CH3:51])([CH3:50])[CH3:49])=[O:46])[CH2:20]2)=[O:17])[CH3:14].